From a dataset of Full USPTO retrosynthesis dataset with 1.9M reactions from patents (1976-2016). Predict the reactants needed to synthesize the given product. (1) Given the product [NH2:24][C:10]1[O:11][C@H:12]([C:20]([F:22])([F:23])[F:21])[C@H:13]([O:14][CH2:15][C:16]([F:17])([F:18])[F:19])[C@:8]([C:6]2[CH:7]=[C:2]([NH:1][C:35](=[O:36])[C:32]3[CH:31]=[CH:30][C:29]([C:27]#[N:28])=[CH:34][N:33]=3)[CH:3]=[CH:4][C:5]=2[F:26])([CH3:25])[N:9]=1, predict the reactants needed to synthesize it. The reactants are: [NH2:1][C:2]1[CH:3]=[CH:4][C:5]([F:26])=[C:6]([C@:8]2([CH3:25])[C@@H:13]([O:14][CH2:15][C:16]([F:19])([F:18])[F:17])[C@@H:12]([C:20]([F:23])([F:22])[F:21])[O:11][C:10]([NH2:24])=[N:9]2)[CH:7]=1.[C:27]([C:29]1[CH:30]=[CH:31][C:32]([C:35](O)=[O:36])=[N:33][CH:34]=1)#[N:28].C[N+]1(C2N=C(OC)N=C(OC)N=2)CCOCC1.[Cl-]. (2) Given the product [NH2:22][C:23]1[C:24]([C:30]([NH:1][C:2]2[CH:3]=[N:4][N:5]([CH3:21])[C:6]=2[O:7][CH:8]2[CH2:9][CH2:10][NH:11][CH2:12][CH2:13]2)=[O:32])=[N:25][C:26]([C:35]2[CH:36]=[CH:37][CH:38]=[CH:39][C:34]=2[F:33])=[CH:27][CH:28]=1, predict the reactants needed to synthesize it. The reactants are: [NH2:1][C:2]1[CH:3]=[N:4][N:5]([CH3:21])[C:6]=1[O:7][CH:8]1[CH2:13][CH2:12][N:11](C(OC(C)(C)C)=O)[CH2:10][CH2:9]1.[NH2:22][C:23]1[C:24]([C:30]([OH:32])=O)=[N:25][C:26](Br)=[CH:27][CH:28]=1.[F:33][C:34]1[CH:39]=[CH:38][CH:37]=[CH:36][C:35]=1B(O)O. (3) Given the product [CH2:13]([C:12]([C:17]1[O:18][C:19]2[CH:25]=[CH:24][C:23]([C:26]([OH:28])=[O:27])=[CH:22][C:20]=2[N:21]=1)([C:9]1[CH:10]=[CH:11][C:6]([O:5][CH2:4][CH:3]([OH:30])[C:2]([CH3:31])([CH3:32])[CH3:1])=[C:7]([CH3:29])[CH:8]=1)[CH2:15][CH3:16])[CH3:14], predict the reactants needed to synthesize it. The reactants are: [CH3:1][C:2]([CH3:32])([CH3:31])[C:3](=[O:30])[CH2:4][O:5][C:6]1[CH:11]=[CH:10][C:9]([C:12]([C:17]2[O:18][C:19]3[CH:25]=[CH:24][C:23]([C:26]([OH:28])=[O:27])=[CH:22][C:20]=3[N:21]=2)([CH2:15][CH3:16])[CH2:13][CH3:14])=[CH:8][C:7]=1[CH3:29].[BH4-].[Na+]. (4) Given the product [C:54]([C:48]1[CH:49]=[C:50]([CH:51]([CH3:53])[CH3:52])[C:44]2[O:43][C:42]([C:39]3[CH:40]=[CH:41][C:36]([C:35]([NH:34][CH2:33][C@H:30]4[CH2:31][CH2:32][N:28]([C:25]5[CH:24]=[CH:23][C:22]([C:12]6[CH:13]=[C:14]([CH3:17])[CH:15]=[CH:16][C:11]=6[O:10][CH:7]([CH3:9])[CH3:8])=[CH:27][N:26]=5)[CH2:29]4)=[O:56])=[CH:37][CH:38]=3)=[N:46][C:45]=2[CH:47]=1)#[N:55], predict the reactants needed to synthesize it. The reactants are: C(=O)([O-])[O-].[Na+].[Na+].[CH:7]([O:10][C:11]1[CH:16]=[CH:15][C:14]([CH3:17])=[CH:13][C:12]=1B(O)O)([CH3:9])[CH3:8].Br[C:22]1[CH:23]=[CH:24][C:25]([N:28]2[CH2:32][CH2:31][C@H:30]([CH2:33][NH:34][C:35](=[O:56])[C:36]3[CH:41]=[CH:40][C:39]([C:42]4[O:43][C:44]5[C:50]([CH:51]([CH3:53])[CH3:52])=[CH:49][C:48]([C:54]#[N:55])=[CH:47][C:45]=5[N:46]=4)=[CH:38][CH:37]=3)[CH2:29]2)=[N:26][CH:27]=1.O.